From a dataset of Full USPTO retrosynthesis dataset with 1.9M reactions from patents (1976-2016). Predict the reactants needed to synthesize the given product. (1) The reactants are: [C:1]([C:4]1[C:9]([OH:10])=[CH:8][C:7]([NH:11][C:12](=[O:14])[CH3:13])=[C:6]([CH3:15])[CH:5]=1)(=[O:3])[CH3:2].[F:16][C:17]1[C:18]([CH:23]=O)=[N:19][CH:20]=[CH:21][CH:22]=1.[OH-].[Na+].Cl. Given the product [F:16][C:17]1[C:18](/[CH:23]=[CH:2]/[C:1]([C:4]2[C:9]([OH:10])=[CH:8][C:7]([NH:11][C:12](=[O:14])[CH3:13])=[C:6]([CH3:15])[CH:5]=2)=[O:3])=[N:19][CH:20]=[CH:21][CH:22]=1, predict the reactants needed to synthesize it. (2) Given the product [Br:14][C:10]1[C:9]([CH2:15][CH3:16])=[C:8]([OH:7])[CH:13]=[CH:12][CH:11]=1, predict the reactants needed to synthesize it. The reactants are: [OH-].[Na+].C(N(CC)C(=O)[O:7][C:8]1[CH:13]=[CH:12][CH:11]=[C:10]([Br:14])[C:9]=1[CH2:15][CH3:16])C. (3) Given the product [CH3:19][C:20]1[C:28]2[C:23](=[CH:24][CH:25]=[C:26]([C:29]3[O:30][CH:12]=[N:11][CH:10]=3)[CH:27]=2)[NH:22][N:21]=1, predict the reactants needed to synthesize it. The reactants are: C1(C)C=CC(S([CH2:10][N+:11]#[C-:12])(=O)=O)=CC=1.CO.C[O-].[Na+].[CH3:19][C:20]1[C:28]2[C:23](=[CH:24][CH:25]=[C:26]([CH:29]=[O:30])[CH:27]=2)[NH:22][N:21]=1. (4) The reactants are: [CH:1]1([CH2:4][O:5][C:6]2[N:11]=[C:10]([C:12]([OH:14])=O)[CH:9]=[CH:8][C:7]=2[C:15]([F:18])([F:17])[F:16])[CH2:3][CH2:2]1.[NH2:19][C@@H:20]([CH2:24][CH:25]([CH3:27])[CH3:26])[C:21]([NH2:23])=[O:22]. Given the product [C:21]([C@@H:20]([NH:19][C:12]([C:10]1[CH:9]=[CH:8][C:7]([C:15]([F:18])([F:17])[F:16])=[C:6]([O:5][CH2:4][CH:1]2[CH2:2][CH2:3]2)[N:11]=1)=[O:14])[CH2:24][CH:25]([CH3:27])[CH3:26])(=[O:22])[NH2:23], predict the reactants needed to synthesize it. (5) Given the product [OH:11][C:8]1[C:9]([OH:10])=[C:2]2[C:3]([CH:4]=[C:17]([C:15]([OH:16])=[O:14])[C:18](=[O:19])[O:1]2)=[CH:6][CH:7]=1, predict the reactants needed to synthesize it. The reactants are: [OH:1][C:2]1[C:9]([OH:10])=[C:8]([OH:11])[CH:7]=[CH:6][C:3]=1[CH:4]=O.CC1(C)O[C:18](=[O:19])[CH2:17][C:15](=[O:16])[O:14]1.